This data is from Forward reaction prediction with 1.9M reactions from USPTO patents (1976-2016). The task is: Predict the product of the given reaction. Given the reactants [CH2:1]([C:5]1[N:9]([C:10]2[CH:15]=[CH:14][CH:13]=[CH:12][CH:11]=2)[N:8]=[C:7]([CH:16]=[N:17]O)[CH:6]=1)[CH:2]([CH3:4])[CH3:3].[H-].[Al+3].[Li+].[H-].[H-].[H-].CCCCCC.CCOC(C)=O, predict the reaction product. The product is: [CH2:1]([C:5]1[N:9]([C:10]2[CH:15]=[CH:14][CH:13]=[CH:12][CH:11]=2)[N:8]=[C:7]([CH2:16][NH2:17])[CH:6]=1)[CH:2]([CH3:4])[CH3:3].